This data is from Reaction yield outcomes from USPTO patents with 853,638 reactions. The task is: Predict the reaction yield, written as a fraction of the theoretical maximum amount of product (1.0 means a 100% yield; for example, 0.34 means a 34% yield). The reactants are S([O-])([O-])(=O)=O.C[S+](C)C.C[S+](C)C.[OH-].[Na+].[Cl:16][C:17]1[CH:18]=[C:19]([CH:22]=[CH:23][CH:24]=1)[CH:20]=[O:21].[CH2:25](Cl)Cl. The catalyst is [Br-].C([N+](CCCC)(CCCC)CCCC)CCC.[Cl-].[Na+].O.C(OCC)C. The product is [Cl:16][C:17]1[CH:18]=[C:19]([CH:22]=[CH:23][CH:24]=1)[CH:20]1[O:21][CH2:25]1. The yield is 0.920.